This data is from Reaction yield outcomes from USPTO patents with 853,638 reactions. The task is: Predict the reaction yield, written as a fraction of the theoretical maximum amount of product (1.0 means a 100% yield; for example, 0.34 means a 34% yield). (1) The reactants are Cl[CH2:2][C:3]1[N:12]=[C:11]([NH:13][C@@H:14]([CH:18]([CH3:20])[CH3:19])[C:15]([NH2:17])=[O:16])[C:10]2[C:5](=[CH:6][CH:7]=[CH:8][CH:9]=2)[N:4]=1.[C:21]1([N:27]2[CH2:32][CH2:31][NH:30][CH2:29][CH2:28]2)[CH:26]=[CH:25][CH:24]=[CH:23][CH:22]=1.C(=O)([O-])[O-].[K+].[K+]. The catalyst is C(#N)C. The product is [CH3:19][CH:18]([CH3:20])[C@H:14]([NH:13][C:11]1[C:10]2[C:5](=[CH:6][CH:7]=[CH:8][CH:9]=2)[N:4]=[C:3]([CH2:2][N:30]2[CH2:31][CH2:32][N:27]([C:21]3[CH:26]=[CH:25][CH:24]=[CH:23][CH:22]=3)[CH2:28][CH2:29]2)[N:12]=1)[C:15]([NH2:17])=[O:16]. The yield is 0.750. (2) The reactants are [C:1]([NH:4][C:5]1[S:9][C:8]2[C:10]([O:15][CH2:16][CH2:17][N:18]([CH2:21][CH3:22])[CH2:19][CH3:20])=[C:11](Br)[CH:12]=[CH:13][C:7]=2[C:6]=1[C:23]([O:25][CH2:26][CH3:27])=[O:24])(=[O:3])[CH3:2].[F:28][C:29]1[CH:34]=[CH:33][C:32](B(O)O)=[CH:31][CH:30]=1.P([O-])([O-])([O-])=O.[K+].[K+].[K+]. The catalyst is C(#N)C.O. The product is [C:1]([NH:4][C:5]1[S:9][C:8]2[C:10]([O:15][CH2:16][CH2:17][N:18]([CH2:21][CH3:22])[CH2:19][CH3:20])=[C:11]([C:32]3[CH:33]=[CH:34][C:29]([F:28])=[CH:30][CH:31]=3)[CH:12]=[CH:13][C:7]=2[C:6]=1[C:23]([O:25][CH2:26][CH3:27])=[O:24])(=[O:3])[CH3:2]. The yield is 0.920. (3) The reactants are [CH:1]([CH:4]1[CH2:9][CH2:8][CH:7]([CH3:10])[CH2:6][CH:5]1[O:11][C:12]([CH:14]1[CH2:18][C:17](=[CH:19][C:20]2[CH:25]=[CH:24][CH:23]=[C:22]([F:26])[CH:21]=2)[CH2:16][N:15]1[C:27]([O:29][C:30]([CH3:33])([CH3:32])[CH3:31])=[O:28])=[O:13])([CH3:3])[CH3:2]. The catalyst is C(OCC)(=O)C.C1(C)C=CC=CC=1. The product is [CH:1]([CH:4]1[CH2:9][CH2:8][CH:7]([CH3:10])[CH2:6][CH:5]1[O:11][C:12]([CH:14]1[CH2:18][CH:17]([CH2:19][C:20]2[CH:25]=[CH:24][CH:23]=[C:22]([F:26])[CH:21]=2)[CH2:16][N:15]1[C:27]([O:29][C:30]([CH3:33])([CH3:31])[CH3:32])=[O:28])=[O:13])([CH3:3])[CH3:2]. The yield is 0.910. (4) The reactants are [NH2:1][C:2]1[N:7]=[C:6]([NH2:8])[C:5]([C:9]([C:11]2[CH:16]=[C:15]([O:17][CH3:18])[C:14]([O:19][CH3:20])=[CH:13][C:12]=2[CH:21]([CH3:29])[CH2:22][C:23]2[CH:28]=[CH:27][CH:26]=[CH:25][CH:24]=2)=O)=[CH:4][N:3]=1.[H-].[H-].[H-].[H-].[Li+].[Al+3].FC(F)(F)C(O)=O.C([SiH](CC)CC)C.C([O-])([O-])=O.[K+].[K+]. The catalyst is C1COCC1.C(Cl)Cl. The product is [CH3:20][O:19][C:14]1[C:15]([O:17][CH3:18])=[CH:16][C:11]([CH2:9][C:5]2[C:6]([NH2:8])=[N:7][C:2]([NH2:1])=[N:3][CH:4]=2)=[C:12]([CH:21]([CH3:29])[CH2:22][C:23]2[CH:24]=[CH:25][CH:26]=[CH:27][CH:28]=2)[CH:13]=1. The yield is 0.580. (5) The reactants are C([O:4][CH2:5][C:6]1[C:11]([C:12]2[CH:17]=[C:16]([NH:18][C:19]3[CH:24]=[CH:23][C:22]([N:25]4[CH2:30][CH2:29][N:28]([CH:31]([CH3:33])[CH3:32])[CH2:27][CH2:26]4)=[CH:21][N:20]=3)[C:15](=[O:34])[N:14]([CH3:35])[N:13]=2)=[CH:10][CH:9]=[CH:8][C:7]=1[N:36]1[N:45]=[CH:44][C:43]2[C:38](=[C:39]([F:50])[CH:40]=[C:41]([C:46]([CH3:49])([CH3:48])[CH3:47])[CH:42]=2)[C:37]1=[O:51])(=O)C.[OH-].[Na+].C(Cl)[Cl:55]. The catalyst is C1COCC1.C([O-])(O)=O.[Na+]. The product is [ClH:55].[C:46]([C:41]1[CH:42]=[C:43]2[C:38](=[C:39]([F:50])[CH:40]=1)[C:37](=[O:51])[N:36]([C:7]1[CH:8]=[CH:9][CH:10]=[C:11]([C:12]3[CH:17]=[C:16]([NH:18][C:19]4[CH:24]=[CH:23][C:22]([N:25]5[CH2:26][CH2:27][N:28]([CH:31]([CH3:32])[CH3:33])[CH2:29][CH2:30]5)=[CH:21][N:20]=4)[C:15](=[O:34])[N:14]([CH3:35])[N:13]=3)[C:6]=1[CH2:5][OH:4])[N:45]=[CH:44]2)([CH3:48])([CH3:49])[CH3:47]. The yield is 0.380. (6) The reactants are [CH2:1]([C:3]1[C:4]([CH2:18][NH:19]O)=[N:5][N:6]([C:12]2[CH:17]=[CH:16][CH:15]=[CH:14][CH:13]=2)[C:7]=1[CH2:8][CH:9]([CH3:11])[CH3:10])[CH3:2].[H-].[Al+3].[Li+].[H-].[H-].[H-].O.S([O-])([O-])(=O)=O.[Na+].[Na+]. The catalyst is C(OCC)C.O1CCCC1. The product is [CH2:1]([C:3]1[C:4]([CH2:18][NH2:19])=[N:5][N:6]([C:12]2[CH:17]=[CH:16][CH:15]=[CH:14][CH:13]=2)[C:7]=1[CH2:8][CH:9]([CH3:11])[CH3:10])[CH3:2]. The yield is 0.993. (7) The product is [CH3:34][C:10]1[CH:15]=[CH:14][C:13]([C:16]([C:27]2[CH:28]=[CH:29][CH:30]=[CH:31][CH:32]=2)=[C:17]2[CH2:18][C:19]([CH3:26])([CH3:25])[CH2:20][C:21]([CH3:23])([CH3:24])[CH2:22]2)=[CH:12][C:11]=1[O:33][CH2:2][CH2:3][O:4][CH2:5][CH2:6][OH:7]. The catalyst is CC(C)=O. The reactants are Cl[CH2:2][CH2:3][O:4][CH2:5][CH2:6][OH:7].C([C:10]1[CH:15]=[CH:14][C:13]([C:16]([C:27]2[CH:32]=[CH:31][CH:30]=[CH:29][CH:28]=2)=[C:17]2[CH2:22][C:21]([CH3:24])([CH3:23])[CH2:20][C:19]([CH3:26])([CH3:25])[CH2:18]2)=[CH:12][C:11]=1[OH:33])C.[C:34]([O-])([O-])=O.[K+].[K+]. The yield is 0.400.